This data is from Forward reaction prediction with 1.9M reactions from USPTO patents (1976-2016). The task is: Predict the product of the given reaction. Given the reactants [CH2:1]([O:3][C:4](=[O:21])[C:5]([NH:7][CH2:8][C:9]([C:11]1[CH:16]=[CH:15][C:14]([S:17]([CH3:20])(=[O:19])=[O:18])=[CH:13][CH:12]=1)=[O:10])=O)[CH3:2].O=P(Cl)(Cl)Cl, predict the reaction product. The product is: [CH2:1]([O:3][C:4]([C:5]1[O:10][C:9]([C:11]2[CH:16]=[CH:15][C:14]([S:17]([CH3:20])(=[O:19])=[O:18])=[CH:13][CH:12]=2)=[CH:8][N:7]=1)=[O:21])[CH3:2].